This data is from Catalyst prediction with 721,799 reactions and 888 catalyst types from USPTO. The task is: Predict which catalyst facilitates the given reaction. Reactant: [CH3:1][C:2]1[S:3][CH:4]=[C:5]([CH3:7])[N:6]=1.C([Li])CCC.[C:13](OCC)(=[O:15])[CH3:14]. Product: [CH3:7][C:5]1[N:6]=[C:2]([CH2:1][C:13]([CH3:14])=[O:15])[S:3][CH:4]=1. The catalyst class is: 1.